From a dataset of Reaction yield outcomes from USPTO patents with 853,638 reactions. Predict the reaction yield, written as a fraction of the theoretical maximum amount of product (1.0 means a 100% yield; for example, 0.34 means a 34% yield). (1) The reactants are CO[C:3](=[O:8])[CH2:4][CH2:5][O:6][CH3:7].[Li+].C[Si]([N-][Si](C)(C)C)(C)C.[CH:19]1([NH:24][C:25]2[C:30]([CH:31]=O)=[CH:29][N:28]=[C:27]([S:33][CH3:34])[N:26]=2)[CH2:23][CH2:22][CH2:21][CH2:20]1. The catalyst is O1CCCC1.C(OCC)(=O)C.O. The product is [CH:19]1([N:24]2[C:25]3[N:26]=[C:27]([S:33][CH3:34])[N:28]=[CH:29][C:30]=3[CH:31]=[C:4]([CH2:5][O:6][CH3:7])[C:3]2=[O:8])[CH2:20][CH2:21][CH2:22][CH2:23]1. The yield is 0.241. (2) The reactants are Br[C:2]1[CH:3]=[C:4]2[C:9](=[CH:10][CH:11]=1)[CH:8]=[C:7]([OH:12])[CH:6]=[CH:5]2.[CH2:13]([Li])CCC.[B:18](OC)([O:21]C)[O:19]C. No catalyst specified. The product is [CH3:13][O:12][C:7]1[CH:8]=[C:9]2[C:4](=[CH:5][CH:6]=1)[CH:3]=[C:2]([B:18]([OH:21])[OH:19])[CH:11]=[CH:10]2. The yield is 0.870. (3) The reactants are Br[C:2]1[CH2:7][CH2:6][CH2:5][C:4](=[O:8])[CH:3]=1.[S:9]1[CH:13]=[CH:12][C:11](B(O)O)=[CH:10]1. No catalyst specified. The product is [S:9]1[CH:13]=[CH:12][C:11]([C:2]2[CH2:7][CH2:6][CH2:5][C:4](=[O:8])[CH:3]=2)=[CH:10]1. The yield is 0.720. (4) The product is [CH2:1]([CH:3]1[CH2:7][CH:6]([CH2:8][OH:9])[CH2:5][CH:4]1[C:12]([O:14][C:15]([CH3:16])([CH3:18])[CH3:17])=[O:13])[CH3:2]. The reactants are [CH2:1]([CH:3]1[CH2:7][CH:6]([C:8](OC)=[O:9])[CH2:5][CH:4]1[C:12]([O:14][C:15]([CH3:18])([CH3:17])[CH3:16])=[O:13])[CH3:2].[H-].[H-].[H-].[H-].[Li+].[Al+3]. The catalyst is CCOCC. The yield is 0.290. (5) The reactants are [CH3:1][C:2]1[N:11]([C:12]2[CH:13]=[C:14]([CH3:18])[CH:15]=[CH:16][CH:17]=2)[C:10](=[O:19])[C:9]2[C:4](=[CH:5][CH:6]=[CH:7][CH:8]=2)[N:3]=1.[OH:20][C:21]1[C:28]([O:29][CH3:30])=[CH:27][CH:26]=[CH:25][C:22]=1[CH:23]=O.CC([O-])=O.[Na+]. The catalyst is CC(O)=O. The product is [OH:20][C:21]1[C:28]([O:29][CH3:30])=[CH:27][CH:26]=[CH:25][C:22]=1[CH:23]=[CH:1][C:2]1[N:11]([C:12]2[CH:13]=[C:14]([CH3:18])[CH:15]=[CH:16][CH:17]=2)[C:10](=[O:19])[C:9]2[C:4](=[CH:5][CH:6]=[CH:7][CH:8]=2)[N:3]=1. The yield is 0.850. (6) The reactants are [CH:1]1([CH2:6][N:7]([CH2:20][CH3:21])[C:8]2[C:13]([CH2:14]O)=[CH:12][C:11]([C:16]([F:19])([F:18])[F:17])=[CH:10][N:9]=2)[CH2:5][CH2:4][CH2:3][CH2:2]1.S(Cl)(Cl)=O.[F:26][C:27]([F:47])([F:46])[C:28]1[CH:29]=[C:30]([CH2:38][NH:39][C:40]2[N:41]=[N:42][N:43]([CH3:45])[N:44]=2)[CH:31]=[C:32]([C:34]([F:37])([F:36])[F:35])[CH:33]=1.CC(C)([O-])C.[K+].[Cl-].[NH4+]. The catalyst is C1(C)C=CC=CC=1.CN(C=O)C. The product is [F:37][C:34]([F:35])([F:36])[C:32]1[CH:31]=[C:30]([CH:29]=[C:28]([C:27]([F:46])([F:47])[F:26])[CH:33]=1)[CH2:38][N:39]([CH2:14][C:13]1[C:8]([N:7]([CH2:6][CH:1]2[CH2:5][CH2:4][CH2:3][CH2:2]2)[CH2:20][CH3:21])=[N:9][CH:10]=[C:11]([C:16]([F:19])([F:18])[F:17])[CH:12]=1)[C:40]1[N:41]=[N:42][N:43]([CH3:45])[N:44]=1. The yield is 0.360. (7) The reactants are N1C=CC=NC=1.[CH3:7][C:8]1[N:13]([CH3:14])[C:12](=[O:15])[C:11]([O:16][CH2:17][C:18]2[CH:23]=[CH:22][CH:21]=[CH:20][CH:19]=2)=[C:10]([CH2:24][OH:25])[N:9]=1.[Na+].[Br-].[OH-:28].[Na+]. The catalyst is CC1(C)N([O])C(C)(C)CCC1.CCCCCCCC[N+](CCCCCCCC)(CCCCCCCC)C.[Cl-].C(Cl)Cl.O. The product is [CH3:7][C:8]1[N:13]([CH3:14])[C:12](=[O:15])[C:11]([O:16][CH2:17][C:18]2[CH:23]=[CH:22][CH:21]=[CH:20][CH:19]=2)=[C:10]([C:24]([OH:28])=[O:25])[N:9]=1. The yield is 0.549.